From a dataset of Peptide-MHC class I binding affinity with 185,985 pairs from IEDB/IMGT. Regression. Given a peptide amino acid sequence and an MHC pseudo amino acid sequence, predict their binding affinity value. This is MHC class I binding data. The peptide sequence is FPVTPQVPL. The MHC is HLA-A02:02 with pseudo-sequence HLA-A02:02. The binding affinity (normalized) is 0.